From a dataset of Catalyst prediction with 721,799 reactions and 888 catalyst types from USPTO. Predict which catalyst facilitates the given reaction. (1) Reactant: [OH:1][C:2]([C:7]1[CH:12]=[CH:11][C:10]([C:13]2[N:17]=[C:16]([C:18]3[O:22][N:21]=[C:20]([C:23]4[CH:28]=[CH:27][CH:26]=[CH:25][CH:24]=4)[C:19]=3[C:29]([F:32])([F:31])[F:30])[O:15][N:14]=2)=[CH:9][CH:8]=1)([CH3:6])[C:3]([OH:5])=O.F[P-](F)(F)(F)(F)F.N1(O[P+](N(C)C)(N(C)C)N(C)C)C2C=CC=CC=2N=N1.C[N:61]1CC[O:64][CH2:63][CH2:62]1.NCCO. Product: [OH:1][C:2]([C:7]1[CH:8]=[CH:9][C:10]([C:13]2[N:17]=[C:16]([C:18]3[O:22][N:21]=[C:20]([C:23]4[CH:24]=[CH:25][CH:26]=[CH:27][CH:28]=4)[C:19]=3[C:29]([F:30])([F:32])[F:31])[O:15][N:14]=2)=[CH:11][CH:12]=1)([CH3:6])[C:3]([NH:61][CH2:62][CH2:63][OH:64])=[O:5]. The catalyst class is: 3. (2) Reactant: N[C:2]1[CH:3]=[CH:4][CH:5]=[C:6]2[C:11]=1[CH:10]=[N:9][CH:8]=[CH:7]2.N([O-])=O.[Na+].[ClH:16]. Product: [Cl:16][C:2]1[CH:3]=[CH:4][CH:5]=[C:6]2[C:11]=1[CH:10]=[N:9][CH:8]=[CH:7]2. The catalyst class is: 6.